From a dataset of Forward reaction prediction with 1.9M reactions from USPTO patents (1976-2016). Predict the product of the given reaction. (1) Given the reactants Br[CH2:2][C:3]([N:5]1[CH2:10][CH2:9][N:8]([C:11]2[CH:16]=[CH:15][C:14]([C:17]([O:26]COC)([C:22]([F:25])([F:24])[F:23])[C:18]([F:21])([F:20])[F:19])=[CH:13][C:12]=2[CH2:30][CH2:31][CH3:32])[CH2:7][C@@H:6]1[CH3:33])=[O:4].CC(O[C:38]1[CH:39]=[C:40]([C:44]2([CH3:51])[NH:48][C:47](=[O:49])[NH:46][C:45]2=[O:50])[CH:41]=[CH:42][CH:43]=1)C, predict the reaction product. The product is: [F:20][C:18]([F:19])([F:21])[C:17]([C:14]1[CH:15]=[CH:16][C:11]([N:8]2[CH2:9][CH2:10][N:5]([C:3](=[O:4])[CH2:2][N:46]3[C:45](=[O:50])[C:44]([C:40]4[CH:39]=[CH:38][C:43]([O:26][CH:17]([CH3:18])[CH3:14])=[CH:42][CH:41]=4)([CH3:51])[NH:48][C:47]3=[O:49])[C@@H:6]([CH3:33])[CH2:7]2)=[C:12]([CH2:30][CH2:31][CH3:32])[CH:13]=1)([OH:26])[C:22]([F:23])([F:25])[F:24]. (2) Given the reactants [Cl:1][C:2]1[C:10]2[C:5](=[N:6][CH:7]=[CH:8][C:9]=2[C:11]2[CH:12]=[C:13]([C:17]([CH3:29])([CH2:27][CH3:28])[CH2:18][NH:19]C(=O)OC(C)(C)C)[CH:14]=[CH:15][CH:16]=2)[NH:4][N:3]=1.C(O)(C(F)(F)F)=O, predict the reaction product. The product is: [Cl:1][C:2]1[C:10]2[C:5](=[N:6][CH:7]=[CH:8][C:9]=2[C:11]2[CH:12]=[C:13]([C:17]([CH3:29])([CH2:27][CH3:28])[CH2:18][NH2:19])[CH:14]=[CH:15][CH:16]=2)[NH:4][N:3]=1.